Regression/Classification. Given a drug SMILES string, predict its absorption, distribution, metabolism, or excretion properties. Task type varies by dataset: regression for continuous measurements (e.g., permeability, clearance, half-life) or binary classification for categorical outcomes (e.g., BBB penetration, CYP inhibition). Dataset: rlm. From a dataset of Rat liver microsome stability data. (1) The molecule is NCCCC[C@H](NC(=O)[C@H](CCCN=C(N)N)NC(=O)c1nccs1)C(=O)N[C@@H](C(N)=O)c1ccc(OCc2ccc(C(F)(F)F)cc2)cc1. The result is 0 (unstable in rat liver microsomes). (2) The molecule is C[C@@H]1C[C@H](N)CN(c2ccncc2NC(=O)c2csc(-c3c(F)cccc3F)n2)C1. The result is 1 (stable in rat liver microsomes). (3) The compound is CC(C)c1ccc(-n2ncc3c(=O)n(CC(=O)Nc4cc(F)ccc4Cl)cnc32)cc1. The result is 1 (stable in rat liver microsomes). (4) The drug is N#Cc1cnc2ccc(-c3c(-c4ccc(F)c(Cl)c4)ncn3CCO)nn12. The result is 0 (unstable in rat liver microsomes). (5) The compound is COc1ccccc1NC(=O)c1oc2ccccc2c1NC(=O)Cc1cccs1. The result is 1 (stable in rat liver microsomes). (6) The molecule is CNC(=O)c1c(-c2ccc(F)cc2)oc2nc(NCC(F)(F)F)c(-c3cccc(C(=O)NC(C)(C)c4nc(C)no4)c3)cc12. The result is 1 (stable in rat liver microsomes). (7) The compound is CC(C)CNc1ccnc(NCc2csc(-c3ccccc3)n2)n1. The result is 1 (stable in rat liver microsomes).